From a dataset of Peptide-MHC class I binding affinity with 185,985 pairs from IEDB/IMGT. Regression. Given a peptide amino acid sequence and an MHC pseudo amino acid sequence, predict their binding affinity value. This is MHC class I binding data. (1) The peptide sequence is SRKYENAVW. The MHC is Mamu-B17 with pseudo-sequence Mamu-B17. The binding affinity (normalized) is 0.506. (2) The peptide sequence is RFVEELLHR. The MHC is HLA-A68:01 with pseudo-sequence HLA-A68:01. The binding affinity (normalized) is 0.499. (3) The peptide sequence is FFGPIGKLI. The binding affinity (normalized) is 0.125. The MHC is HLA-A02:01 with pseudo-sequence HLA-A02:01. (4) The peptide sequence is PEDDGTDWF. The MHC is HLA-B39:01 with pseudo-sequence HLA-B39:01. The binding affinity (normalized) is 0.0847.